From a dataset of Forward reaction prediction with 1.9M reactions from USPTO patents (1976-2016). Predict the product of the given reaction. (1) Given the reactants [CH3:1][O:2][C:3]1[CH:8]=[CH:7][C:6]([C:9]2[CH:10]=[C:11]3[C:16](=[CH:17][CH:18]=2)[C:15](=[O:19])[CH2:14][CH2:13][CH2:12]3)=[CH:5][CH:4]=1.[Li+].CC([N-]C(C)C)C.Br[CH2:29][C:30]([O:32][CH2:33][CH3:34])=[O:31].CCCCCC.C(Cl)Cl, predict the reaction product. The product is: [CH3:1][O:2][C:3]1[CH:4]=[CH:5][C:6]([C:9]2[CH:10]=[C:11]3[C:16](=[CH:17][CH:18]=2)[C:15](=[O:19])[CH:14]([CH2:29][C:30]([O:32][CH2:33][CH3:34])=[O:31])[CH2:13][CH2:12]3)=[CH:7][CH:8]=1. (2) Given the reactants [O-2].[Al+3].[O-2].[O-2].[Al+3].O.CS[C:9]1[CH:14]=[CH:13][CH:12]=[CH:11][C:10]=1[O:15][CH:16]1[CH2:21][CH2:20][N:19]([C:22]([O:24][C:25]([CH3:28])([CH3:27])[CH3:26])=[O:23])[CH2:18][CH2:17]1.O[O:30][S:31]([O-:33])=O.[K+].[CH:35](Cl)(Cl)Cl, predict the reaction product. The product is: [CH3:35][S:31]([C:13]1[CH:14]=[CH:9][C:10]([O:15][CH:16]2[CH2:17][CH2:18][N:19]([C:22]([O:24][C:25]([CH3:26])([CH3:27])[CH3:28])=[O:23])[CH2:20][CH2:21]2)=[CH:11][CH:12]=1)(=[O:33])=[O:30]. (3) Given the reactants C([O:5][C:6]([C:8]1[C:9]([CH3:48])=[C:10]2[C:14](=[CH:15][CH:16]=1)[CH:13]([N:17]([CH2:40][C:41]([O:43]C(C)(C)C)=[O:42])[CH2:18][C:19]1[N:24]3[N:25]=[CH:26][CH:27]=[C:23]3[N:22]=[C:21]([C:28](=[O:39])[NH:29][CH2:30][C:31]3[CH:36]=[CH:35][C:34]([F:37])=[C:33]([F:38])[CH:32]=3)[CH:20]=1)[CH2:12][CH2:11]2)=[O:7])(C)(C)C.FC(F)(F)C(O)=O.O, predict the reaction product. The product is: [C:41]([CH2:40][N:17]([CH2:18][C:19]1[N:24]2[N:25]=[CH:26][CH:27]=[C:23]2[N:22]=[C:21]([C:28](=[O:39])[NH:29][CH2:30][C:31]2[CH:36]=[CH:35][C:34]([F:37])=[C:33]([F:38])[CH:32]=2)[CH:20]=1)[CH:13]1[C:14]2[C:10](=[C:9]([CH3:48])[C:8]([C:6]([OH:7])=[O:5])=[CH:16][CH:15]=2)[CH2:11][CH2:12]1)([OH:43])=[O:42]. (4) Given the reactants [Br:1][C:2]1[CH:10]=[CH:9][C:5]([C:6](O)=[O:7])=[C:4]([Cl:11])[CH:3]=1.O.C(=O)([O-])O.[Na+], predict the reaction product. The product is: [Br:1][C:2]1[CH:10]=[CH:9][C:5]([CH2:6][OH:7])=[C:4]([Cl:11])[CH:3]=1.